This data is from Full USPTO retrosynthesis dataset with 1.9M reactions from patents (1976-2016). The task is: Predict the reactants needed to synthesize the given product. (1) Given the product [F:43][C:2]([F:1])([F:44])[C:3]1[CH:42]=[CH:41][C:6]([CH2:7][N:8]2[CH2:15][CH2:14][C:11]3([CH2:12][CH2:13]3)[CH2:10][CH:9]2[C:16]([NH:18][C@H:19]([C:21]2[CH:22]=[CH:23][C:24]([C:25]([OH:27])=[O:26])=[CH:39][CH:40]=2)[CH3:20])=[O:17])=[CH:5][CH:4]=1, predict the reactants needed to synthesize it. The reactants are: [F:1][C:2]([F:44])([F:43])[C:3]1[CH:42]=[CH:41][C:6]([CH2:7][N:8]2[CH2:15][CH2:14][C:11]3([CH2:13][CH2:12]3)[CH2:10][CH:9]2[C:16]([NH:18][C@H:19]([C:21]2[CH:40]=[CH:39][C:24]([C:25]([O:27]CC3C=CC(C(F)(F)F)=CC=3)=[O:26])=[CH:23][CH:22]=2)[CH3:20])=[O:17])=[CH:5][CH:4]=1.O[Li].O. (2) The reactants are: [Br:1][C:2]1[CH:7]=[CH:6][CH:5]=[CH:4][C:3]=1[S:8][C:9]1[CH:16]=[CH:15][C:12]([CH:13]=[O:14])=[CH:11][CH:10]=1.[BH4-].[Na+]. Given the product [Br:1][C:2]1[CH:7]=[CH:6][CH:5]=[CH:4][C:3]=1[S:8][C:9]1[CH:16]=[CH:15][C:12]([CH2:13][OH:14])=[CH:11][CH:10]=1, predict the reactants needed to synthesize it. (3) Given the product [F:13][C:14]([F:40])([F:39])[C:15]1[CH:16]=[C:17]([CH:32]=[C:33]([C:35]([F:38])([F:37])[F:36])[CH:34]=1)[CH2:18][N:19]1[C:23]([C:24]2[CH:29]=[CH:28][CH:27]=[CH:26][CH:25]=2)=[C:22]([C:30]#[CH:1])[N:21]=[N:20]1, predict the reactants needed to synthesize it. The reactants are: [CH3:1]OP(C(=[N+]=[N-])C(=O)C)(=O)OC.[F:13][C:14]([F:40])([F:39])[C:15]1[CH:16]=[C:17]([CH:32]=[C:33]([C:35]([F:38])([F:37])[F:36])[CH:34]=1)[CH2:18][N:19]1[C:23]([C:24]2[CH:29]=[CH:28][CH:27]=[CH:26][CH:25]=2)=[C:22]([CH:30]=O)[N:21]=[N:20]1.C(=O)([O-])[O-].[K+].[K+]. (4) Given the product [C:12]1([CH:9]2[CH2:10][CH2:11][CH:6]([CH:4]=[O:5])[CH2:7][CH2:8]2)[CH:17]=[CH:16][CH:15]=[CH:14][CH:13]=1, predict the reactants needed to synthesize it. The reactants are: CON(C)[C:4]([CH:6]1[CH2:11][CH2:10][CH:9]([C:12]2[CH:17]=[CH:16][CH:15]=[CH:14][CH:13]=2)[CH2:8][CH2:7]1)=[O:5].[H-].[Li+].[Al+3].[H-].[H-].[H-].[Cl-].[NH4+]. (5) Given the product [C:35]1([S:41]([OH:44])(=[O:43])=[O:42])[CH:40]=[CH:39][CH:38]=[CH:37][CH:36]=1.[CH:1]1([C:4]([NH:6][C:7]2[N:8]=[C:9]3[CH:14]=[CH:13][C:12]([O:15][C:16]4[CH:17]=[CH:18][C:19]([CH3:32])=[C:20]([NH:22][C:23]([C:25]5[N:29]([CH3:30])[N:28]=[C:27]([CH3:31])[CH:26]=5)=[O:24])[CH:21]=4)=[N:11][N:10]3[CH:33]=2)=[O:5])[CH2:3][CH2:2]1, predict the reactants needed to synthesize it. The reactants are: [CH:1]1([C:4]([NH:6][C:7]2[N:8]=[C:9]3[CH:14]=[CH:13][C:12]([O:15][C:16]4[CH:17]=[CH:18][C:19]([CH3:32])=[C:20]([NH:22][C:23]([C:25]5[N:29]([CH3:30])[N:28]=[C:27]([CH3:31])[CH:26]=5)=[O:24])[CH:21]=4)=[N:11][N:10]3[CH:33]=2)=[O:5])[CH2:3][CH2:2]1.O.[C:35]1([S:41]([OH:44])(=[O:43])=[O:42])[CH:40]=[CH:39][CH:38]=[CH:37][CH:36]=1. (6) Given the product [CH3:1][S:2]([OH:5])(=[O:4])=[O:3].[N:6]1[CH:11]=[CH:10][CH:9]=[C:8]([CH2:12][C@H:13]2[C@H:18]([NH:19][C:20]([C:22]3[O:23][C:24]4[CH:30]=[CH:29][CH:28]=[CH:27][C:25]=4[CH:26]=3)=[O:21])[CH:17]3[CH2:31][CH2:32][N:14]2[CH2:15][CH2:16]3)[CH:7]=1, predict the reactants needed to synthesize it. The reactants are: [CH3:1][S:2]([OH:5])(=[O:4])=[O:3].[N:6]1[CH:11]=[CH:10][CH:9]=[C:8]([CH2:12][C@H:13]2[C@H:18]([NH:19][C:20]([C:22]3[O:23][C:24]4[CH:30]=[CH:29][CH:28]=[CH:27][C:25]=4[CH:26]=3)=[O:21])[CH:17]3[CH2:31][CH2:32][N:14]2[CH2:15][CH2:16]3)[CH:7]=1. (7) Given the product [CH3:1][O:2][C:3]([C:5]1[C:14]2[C:9](=[CH:10][CH:11]=[C:12]([O:16][CH3:21])[C:13]=2[F:15])[N:8]=[CH:7][C:6]=1[O:17][C:18](=[O:20])[CH3:19])=[O:4], predict the reactants needed to synthesize it. The reactants are: [CH3:1][O:2][C:3]([C:5]1[C:14]2[C:9](=[CH:10][CH:11]=[C:12]([OH:16])[C:13]=2[F:15])[N:8]=[CH:7][C:6]=1[O:17][C:18](=[O:20])[CH3:19])=[O:4].[C:21]1(P(C2C=CC=CC=2)C2C=CC=CC=2)C=CC=CC=1.N(C(OCC)=O)=NC(OCC)=O. (8) Given the product [Br:1][C:2]1[CH:3]=[N:4][N:5]([CH2:9][CH2:8][O:10][CH2:11][CH3:12])[CH:6]=1, predict the reactants needed to synthesize it. The reactants are: [Br:1][C:2]1[CH:3]=[N:4][NH:5][CH:6]=1.Cl.[CH:8]([O:10][CH2:11][CH3:12])=[CH2:9]. (9) Given the product [Br:1][C:2]1[CH:34]=[CH:33][CH:32]=[CH:31][C:3]=1[C:4]([C:6]1[C:11]([NH:12][S:13]([C:16]2[CH:21]=[CH:20][C:19]([Cl:22])=[C:18]([C:23]([F:24])([F:26])[F:25])[CH:17]=2)(=[O:14])=[O:15])=[CH:10][C:9]([Cl:30])=[CH:8][N:7]=1)=[O:5], predict the reactants needed to synthesize it. The reactants are: [Br:1][C:2]1[CH:34]=[CH:33][CH:32]=[CH:31][C:3]=1[C:4]([C:6]1[C:11]([N:12](COC)[S:13]([C:16]2[CH:21]=[CH:20][C:19]([Cl:22])=[C:18]([C:23]([F:26])([F:25])[F:24])[CH:17]=2)(=[O:15])=[O:14])=[CH:10][C:9]([Cl:30])=[CH:8][N:7]=1)=[O:5].O.